Dataset: Forward reaction prediction with 1.9M reactions from USPTO patents (1976-2016). Task: Predict the product of the given reaction. The product is: [Cl:1][CH2:2][C:3]1[N:7]=[C:8]2[CH:13]=[CH:12][N:11]([C:14]3[CH:19]=[CH:18][C:17]([F:20])=[CH:16][CH:15]=3)[C:10](=[O:21])[N:9]2[CH:5]=1. Given the reactants [Cl:1][CH2:2][C:3]([CH2:5]Cl)=O.[NH2:7][C:8]1[CH:13]=[CH:12][N:11]([C:14]2[CH:19]=[CH:18][C:17]([F:20])=[CH:16][CH:15]=2)[C:10](=[O:21])[N:9]=1, predict the reaction product.